This data is from Forward reaction prediction with 1.9M reactions from USPTO patents (1976-2016). The task is: Predict the product of the given reaction. (1) Given the reactants [C:1]([C:3]1([NH:6][C:7]([C@H:9]2[CH2:13][C@H:12]([S:14]([C:17]3[CH:22]=[CH:21][C:20](Br)=[CH:19][C:18]=3[C:24]([F:27])([F:26])[F:25])(=[O:16])=[O:15])[CH2:11][C@@H:10]2[O:28][CH:29]2[CH2:34][CH2:33][O:32][CH2:31][CH2:30]2)=[O:8])[CH2:5][CH2:4]1)#[N:2].C([O-])([O-])=O.[K+].[K+].C1(P(C2C=CC=CC=2)C2C=CC=CC=2)C=CC=CC=1, predict the reaction product. The product is: [C:1]([C:3]1([NH:6][C:7]([C@H:9]2[CH2:13][C@H:12]([S:14]([C:17]3[CH:22]=[CH:21][CH:20]=[CH:19][C:18]=3[C:24]([F:27])([F:25])[F:26])(=[O:16])=[O:15])[CH2:11][C@@H:10]2[O:28][CH:29]2[CH2:30][CH2:31][O:32][CH2:33][CH2:34]2)=[O:8])[CH2:4][CH2:5]1)#[N:2]. (2) Given the reactants [Si]([C:5]#[N:6])(C)(C)C.CN(C)NC(Cl)=O.[CH2:14]([NH:16][C:17]1[CH:18]=[N+:19]([O-])[CH:20]=[CH:21][C:22]=1[N+:23]([O-:25])=[O:24])[CH3:15], predict the reaction product. The product is: [CH2:14]([NH:16][C:17]1[C:18]([C:5]#[N:6])=[N:19][CH:20]=[CH:21][C:22]=1[N+:23]([O-:25])=[O:24])[CH3:15]. (3) Given the reactants C(OC(=O)[NH:7][CH2:8][C:9]1[CH:10]=[N:11][CH:12]=[CH:13][CH:14]=1)(C)(C)C.[Cl:16][C:17]1[CH:18]=[C:19]([CH:24]=[CH:25][CH:26]=1)[C:20]([O:22]O)=[O:21], predict the reaction product. The product is: [CH:13]1[CH:12]=[N+:11]([O-:21])[CH:10]=[C:9]([CH2:8][NH2:7])[CH:14]=1.[Cl:16][C:17]1[CH:18]=[C:19]([CH:24]=[CH:25][CH:26]=1)[C:20]([OH:22])=[O:21]. (4) Given the reactants [CH2:1]([C:6]([CH:11]([CH3:13])[CH3:12])([CH2:9][OH:10])[CH2:7][OH:8])[CH2:2][CH:3]([CH3:5])[CH3:4].[O:14]1[CH2:18][CH2:17][CH2:16]C1.N1C=CC=CC=1.[C:25](Cl)(=[O:28])[CH2:26][CH3:27], predict the reaction product. The product is: [C:25]([O:8][CH2:7][C:6]([CH2:1][CH2:2][CH:3]([CH3:5])[CH3:4])([CH:11]([CH3:13])[CH3:12])[CH2:9][O:10][C:18](=[O:14])[CH2:17][CH3:16])(=[O:28])[CH2:26][CH3:27]. (5) Given the reactants Br[C:2]1[S:3][CH:4]=[C:5]([C:7]([NH:9][C:10]2[CH:11]=[N:12][N:13]([CH3:32])[C:14]=2[C@H:15]2[O:21][CH2:20][C@H:19]([O:22][CH3:23])[C@H:18]([NH:24]C(=O)OC(C)(C)C)[CH2:17][CH2:16]2)=[O:8])[N:6]=1.[F:33][C:34]1[C:39]([F:40])=[CH:38][CH:37]=[C:36]([F:41])[C:35]=1B(O)O, predict the reaction product. The product is: [NH2:24][C@H:18]1[C@@H:19]([O:22][CH3:23])[CH2:20][O:21][C@H:15]([C:14]2[N:13]([CH3:32])[N:12]=[CH:11][C:10]=2[NH:9][C:7]([C:5]2[N:6]=[C:2]([C:35]3[C:36]([F:41])=[CH:37][CH:38]=[C:39]([F:40])[C:34]=3[F:33])[S:3][CH:4]=2)=[O:8])[CH2:16][CH2:17]1. (6) Given the reactants [N:1]1[CH:6]=[CH:5][CH:4]=[CH:3][C:2]=1[C:7]([C:9]1[S:13][C:12]([NH2:14])=[N:11][C:10]=1[C:15]1[O:16][CH:17]=[CH:18][CH:19]=1)=[O:8].C(N(CC)CC)C.[Cl:27][CH2:28][C:29](Cl)=[O:30].C(=O)([O-])O.[Na+], predict the reaction product. The product is: [Cl:27][CH2:28][C:29]([NH:14][C:12]1[S:13][C:9]([C:7]([C:2]2[CH:3]=[CH:4][CH:5]=[CH:6][N:1]=2)=[O:8])=[C:10]([C:15]2[O:16][CH:17]=[CH:18][CH:19]=2)[N:11]=1)=[O:30]. (7) Given the reactants [NH2:1][C:2]1[CH:10]=[CH:9][C:8]([C:11]2[CH:12]=[C:13]3[C:19]([C:20]4[CH:21]=[CH:22][CH:23]=[C:24]5[C:28]=4[NH:27][CH:26]=[CH:25]5)=[CH:18][NH:17][C:14]3=[N:15][CH:16]=2)=[CH:7][C:3]=1[C:4](O)=[O:5].[CH3:29][NH:30][CH3:31].C(N(C(C)C)CC)(C)C.F[P-](F)(F)(F)(F)F.N1(OC(N(C)C)=[N+](C)C)C2N=CC=CC=2N=N1, predict the reaction product. The product is: [NH2:1][C:2]1[CH:10]=[CH:9][C:8]([C:11]2[CH:12]=[C:13]3[C:19]([C:20]4[CH:21]=[CH:22][CH:23]=[C:24]5[C:28]=4[NH:27][CH:26]=[CH:25]5)=[CH:18][NH:17][C:14]3=[N:15][CH:16]=2)=[CH:7][C:3]=1[C:4]([N:30]([CH3:31])[CH3:29])=[O:5]. (8) Given the reactants [CH3:1][C:2]1[NH:7][C:6]2[N:8]=[C:9]([N:11]3[CH2:16][CH2:15][O:14][CH2:13][CH2:12]3)[S:10][C:5]=2[C:4](=[O:17])[N:3]=1.C[Si]([N-][Si](C)(C)C)(C)C.[Li+].[Cl:28][C:29]1[C:36]([Cl:37])=[CH:35][CH:34]=[CH:33][C:30]=1[CH2:31]Br, predict the reaction product. The product is: [Cl:28][C:29]1[C:36]([Cl:37])=[CH:35][CH:34]=[CH:33][C:30]=1[CH2:31][N:7]1[C:6]2[N:8]=[C:9]([N:11]3[CH2:12][CH2:13][O:14][CH2:15][CH2:16]3)[S:10][C:5]=2[C:4](=[O:17])[N:3]=[C:2]1[CH3:1]. (9) Given the reactants [H-].[Na+].[I-].[CH3:4][S+](C)(C)=O.[F:9][C:10]1[CH:18]=[CH:17][C:16]2[C:12](=[CH:13][N:14]([CH3:19])[N:15]=2)[C:11]=1/[CH:20]=[CH:21]/[C:22]([O:24][CH2:25][CH3:26])=[O:23].O, predict the reaction product. The product is: [F:9][C:10]1[CH:18]=[CH:17][C:16]2[C:12](=[CH:13][N:14]([CH3:19])[N:15]=2)[C:11]=1[C@@H:20]1[CH2:4][C@H:21]1[C:22]([O:24][CH2:25][CH3:26])=[O:23]. (10) Given the reactants [Br:1][C:2]1[CH:3]=[C:4]([C:8]2[N:9]=[N:10][NH:11][N:12]=2)[CH:5]=[CH:6][CH:7]=1.[C:13]([O:17][C:18](=[O:29])[CH2:19][O:20][C:21]1[CH:26]=[CH:25][C:24]([CH2:27]Br)=[CH:23][CH:22]=1)([CH3:16])([CH3:15])[CH3:14], predict the reaction product. The product is: [C:13]([O:17][C:18](=[O:29])[CH2:19][O:20][C:21]1[CH:26]=[CH:25][C:24]([CH2:27][N:10]2[N:11]=[N:12][C:8]([C:4]3[CH:5]=[CH:6][CH:7]=[C:2]([Br:1])[CH:3]=3)=[N:9]2)=[CH:23][CH:22]=1)([CH3:16])([CH3:15])[CH3:14].